This data is from NCI-60 drug combinations with 297,098 pairs across 59 cell lines. The task is: Regression. Given two drug SMILES strings and cell line genomic features, predict the synergy score measuring deviation from expected non-interaction effect. (1) Drug 1: C1=NC2=C(N1)C(=S)N=C(N2)N. Drug 2: C1C(C(OC1N2C=NC3=C(N=C(N=C32)Cl)N)CO)O. Cell line: HOP-92. Synergy scores: CSS=22.8, Synergy_ZIP=-8.97, Synergy_Bliss=-8.25, Synergy_Loewe=-12.3, Synergy_HSA=-5.01. (2) Drug 1: C1=NNC2=C1C(=O)NC=N2. Drug 2: CCN(CC)CCCC(C)NC1=C2C=C(C=CC2=NC3=C1C=CC(=C3)Cl)OC. Cell line: K-562. Synergy scores: CSS=27.0, Synergy_ZIP=-4.01, Synergy_Bliss=-0.252, Synergy_Loewe=-4.30, Synergy_HSA=2.44. (3) Drug 1: CC1=C2C(C(=O)C3(C(CC4C(C3C(C(C2(C)C)(CC1OC(=O)C(C(C5=CC=CC=C5)NC(=O)OC(C)(C)C)O)O)OC(=O)C6=CC=CC=C6)(CO4)OC(=O)C)O)C)O. Drug 2: CCC1(C2=C(COC1=O)C(=O)N3CC4=CC5=C(C=CC(=C5CN(C)C)O)N=C4C3=C2)O.Cl. Cell line: SK-OV-3. Synergy scores: CSS=13.8, Synergy_ZIP=-12.0, Synergy_Bliss=-6.88, Synergy_Loewe=-12.7, Synergy_HSA=-6.48. (4) Drug 1: C1CC(=O)NC(=O)C1N2CC3=C(C2=O)C=CC=C3N. Drug 2: CCN(CC)CCNC(=O)C1=C(NC(=C1C)C=C2C3=C(C=CC(=C3)F)NC2=O)C. Cell line: RPMI-8226. Synergy scores: CSS=13.0, Synergy_ZIP=1.44, Synergy_Bliss=5.07, Synergy_Loewe=0.706, Synergy_HSA=0.789. (5) Drug 1: C1CCC(CC1)NC(=O)N(CCCl)N=O. Drug 2: C1=CC(=CC=C1CCCC(=O)O)N(CCCl)CCCl. Cell line: HOP-62. Synergy scores: CSS=39.3, Synergy_ZIP=-1.23, Synergy_Bliss=-0.208, Synergy_Loewe=-11.3, Synergy_HSA=-1.32. (6) Synergy scores: CSS=29.8, Synergy_ZIP=-1.37, Synergy_Bliss=4.19, Synergy_Loewe=-9.17, Synergy_HSA=4.89. Drug 1: CCC1(C2=C(COC1=O)C(=O)N3CC4=CC5=C(C=CC(=C5CN(C)C)O)N=C4C3=C2)O.Cl. Cell line: T-47D. Drug 2: C1CCC(C(C1)N)N.C(=O)(C(=O)[O-])[O-].[Pt+4]. (7) Drug 1: CC1OCC2C(O1)C(C(C(O2)OC3C4COC(=O)C4C(C5=CC6=C(C=C35)OCO6)C7=CC(=C(C(=C7)OC)O)OC)O)O. Drug 2: CC(C)(C#N)C1=CC(=CC(=C1)CN2C=NC=N2)C(C)(C)C#N. Cell line: MDA-MB-435. Synergy scores: CSS=19.4, Synergy_ZIP=0.101, Synergy_Bliss=2.84, Synergy_Loewe=0.372, Synergy_HSA=-0.570.